Dataset: HIV replication inhibition screening data with 41,000+ compounds from the AIDS Antiviral Screen. Task: Binary Classification. Given a drug SMILES string, predict its activity (active/inactive) in a high-throughput screening assay against a specified biological target. (1) The compound is O=C=Nc1cc(S(=O)(=O)c2ccc(Cl)c(N=C=O)c2)ccc1Cl. The result is 0 (inactive). (2) The compound is CC(C)(C)c1ccc(O)c(C(O)c2ccncc2)c1. The result is 0 (inactive).